This data is from Reaction yield outcomes from USPTO patents with 853,638 reactions. The task is: Predict the reaction yield, written as a fraction of the theoretical maximum amount of product (1.0 means a 100% yield; for example, 0.34 means a 34% yield). (1) The reactants are Cl.O1CCOCC1.[Cl:8][C:9]1[CH:14]=[CH:13][C:12]([CH:15]([NH:19]C(=O)OC(C)(C)C)[CH2:16][C:17]#[N:18])=[CH:11][CH:10]=1. The catalyst is C(Cl)Cl. The product is [NH2:19][CH:15]([C:12]1[CH:11]=[CH:10][C:9]([Cl:8])=[CH:14][CH:13]=1)[CH2:16][C:17]#[N:18]. The yield is 0.990. (2) The reactants are [F:1][C:2]([F:27])([F:26])[C:3]([N:5]1[CH2:10][CH2:9][CH2:8][C@@H:7]2[C:11]3[CH:12]=[C:13](OS(C(F)(F)F)(=O)=O)[CH:14]=[CH:15][C:16]=3[CH2:17][C@H:6]12)=[O:4].[CH3:28][N:29]1[CH:33]=[C:32](B(O)O)[CH:31]=[N:30]1. No catalyst specified. The product is [F:1][C:2]([F:27])([F:26])[C:3]([N:5]1[CH2:10][CH2:9][CH2:8][C@@H:7]2[C:11]3[CH:12]=[C:13]([C:32]4[CH:31]=[N:30][N:29]([CH3:28])[CH:33]=4)[CH:14]=[CH:15][C:16]=3[CH2:17][C@H:6]12)=[O:4]. The yield is 0.320. (3) The product is [NH2:8][C:6]1[CH:5]=[CH:4][C:3]([NH:11][C:12](=[O:19])[C:13]2[CH:18]=[CH:17][CH:16]=[CH:15][CH:14]=2)=[C:2]([CH3:1])[CH:7]=1. The catalyst is C(OCC)(=O)C. The reactants are [CH3:1][C:2]1[CH:7]=[C:6]([N+:8]([O-])=O)[CH:5]=[CH:4][C:3]=1[NH:11][C:12](=[O:19])[C:13]1[CH:18]=[CH:17][CH:16]=[CH:15][CH:14]=1.O.O.[Sn](Cl)Cl.C([O-])(O)=O.[Na+]. The yield is 0.970. (4) The reactants are [CH2:1]([N:8]1[CH2:12][C@@H:11]([C:13]2[CH:18]=[CH:17][C:16]([Cl:19])=[CH:15][CH:14]=2)[C@H:10]([NH:20][CH3:21])[CH2:9]1)[C:2]1[CH:7]=[CH:6][CH:5]=[CH:4][CH:3]=1.CCN(CC)CC.[CH3:41][C:40]([O:39][C:37](O[C:37]([O:39][C:40]([CH3:43])([CH3:42])[CH3:41])=[O:38])=[O:38])([CH3:43])[CH3:42]. The catalyst is C(Cl)Cl. The product is [C:40]([O:39][C:37](=[O:38])[N:20]([C@H:10]1[C@H:11]([C:13]2[CH:18]=[CH:17][C:16]([Cl:19])=[CH:15][CH:14]=2)[CH2:12][N:8]([CH2:1][C:2]2[CH:7]=[CH:6][CH:5]=[CH:4][CH:3]=2)[CH2:9]1)[CH3:21])([CH3:41])([CH3:42])[CH3:43]. The yield is 0.890.